Task: Regression. Given two drug SMILES strings and cell line genomic features, predict the synergy score measuring deviation from expected non-interaction effect.. Dataset: NCI-60 drug combinations with 297,098 pairs across 59 cell lines Drug 1: CS(=O)(=O)CCNCC1=CC=C(O1)C2=CC3=C(C=C2)N=CN=C3NC4=CC(=C(C=C4)OCC5=CC(=CC=C5)F)Cl. Drug 2: CCN(CC)CCNC(=O)C1=C(NC(=C1C)C=C2C3=C(C=CC(=C3)F)NC2=O)C. Cell line: OVCAR-8. Synergy scores: CSS=0.518, Synergy_ZIP=-2.40, Synergy_Bliss=-1.53, Synergy_Loewe=-4.87, Synergy_HSA=-1.73.